Dataset: Full USPTO retrosynthesis dataset with 1.9M reactions from patents (1976-2016). Task: Predict the reactants needed to synthesize the given product. (1) Given the product [Cl:17][C:2]1[NH:6][C:5]2[CH:7]=[C:8]([C:11]([O:13][CH3:14])=[O:12])[CH:9]=[CH:10][C:4]=2[N:3]=1, predict the reactants needed to synthesize it. The reactants are: O=[C:2]1[NH:6][C:5]2[CH:7]=[C:8]([C:11]([O:13][CH3:14])=[O:12])[CH:9]=[CH:10][C:4]=2[NH:3]1.P(Cl)(Cl)([Cl:17])=O. (2) Given the product [S:1]([CH:5]([CH2:17][CH2:18][CH2:19][CH2:20][CH2:21][CH2:22][CH2:23][CH3:24])[CH2:6][CH2:7][CH2:8][CH2:9][CH2:10][CH2:11][CH2:12][CH2:13][C:14]([O:16][OH:27])=[O:15])([OH:4])(=[O:3])=[O:2], predict the reactants needed to synthesize it. The reactants are: [S:1]([CH:5]([CH2:17][CH2:18][CH2:19][CH2:20][CH2:21][CH2:22][CH2:23][CH3:24])[CH2:6][CH2:7][CH2:8][CH2:9][CH2:10][CH2:11][CH2:12][CH2:13][C:14]([OH:16])=[O:15])([OH:4])(=[O:3])=[O:2].OO.[OH:27]P(O)(O)=O. (3) Given the product [CH3:1][N:2]1[C:10]2[C:5](=[CH:6][CH:7]=[CH:8][CH:9]=2)[CH:4]=[C:3]1[C:11]1[CH:12]=[C:13]([CH2:17][NH:18][S:22]([CH2:21][C:20]([F:27])([F:26])[F:19])(=[O:24])=[O:23])[CH:14]=[N:15][CH:16]=1, predict the reactants needed to synthesize it. The reactants are: [CH3:1][N:2]1[C:10]2[C:5](=[CH:6][CH:7]=[CH:8][CH:9]=2)[CH:4]=[C:3]1[C:11]1[CH:12]=[C:13]([CH2:17][NH2:18])[CH:14]=[N:15][CH:16]=1.[F:19][C:20]([F:27])([F:26])[CH2:21][S:22](Cl)(=[O:24])=[O:23]. (4) Given the product [NH2:37][C:25]1[CH:24]=[C:23]([C@H:21]([CH2:20][N:12]([C@H:10]([CH3:11])[CH2:9][C:6]2[CH:7]=[CH:8][C:3]([O:2][CH3:1])=[CH:4][CH:5]=2)[CH2:13][C:14]2[CH:19]=[CH:18][CH:17]=[CH:16][CH:15]=2)[OH:22])[CH:28]=[CH:27][C:26]=1[O:29][CH2:30][C:31]1[CH:32]=[CH:33][CH:34]=[CH:35][CH:36]=1, predict the reactants needed to synthesize it. The reactants are: [CH3:1][O:2][C:3]1[CH:8]=[CH:7][C:6]([CH2:9][C@H:10]([N:12]([CH2:20][C@@H:21]([C:23]2[CH:28]=[CH:27][C:26]([O:29][CH2:30][C:31]3[CH:36]=[CH:35][CH:34]=[CH:33][CH:32]=3)=[C:25]([N+:37]([O-])=O)[CH:24]=2)[OH:22])[CH2:13][C:14]2[CH:19]=[CH:18][CH:17]=[CH:16][CH:15]=2)[CH3:11])=[CH:5][CH:4]=1.S(S([O-])=O)([O-])=O.[Na+].[Na+].N.C(OC(C)C)(C)C. (5) Given the product [OH:13][C:12]1[C:2]([C:1]#[N:3])=[CH:20][N:19]=[C:18]2[C:17]3[CH:24]=[CH:25][CH:26]=[CH:27][C:16]=3[O:15][C:14]=12, predict the reactants needed to synthesize it. The reactants are: [C:1](#[N:3])[CH3:2].C([Li])CCC.C(O[C:12]([C:14]1[O:15][C:16]2[CH:27]=[CH:26][CH:25]=[CH:24][C:17]=2[C:18]=1[N:19]=[CH:20]N(C)C)=[O:13])C.C(O)(=O)C. (6) Given the product [ClH:11].[ClH:11].[ClH:11].[ClH:11].[NH2:1][CH2:2][CH2:3][NH:4][CH2:5][CH2:6][NH:7][CH2:8][CH2:9][NH2:10], predict the reactants needed to synthesize it. The reactants are: [NH2:1][CH2:2][CH2:3][NH:4][CH2:5][CH2:6][NH:7][CH2:8][CH2:9][NH2:10].[ClH:11]. (7) Given the product [CH3:40][C:38]1[CH2:37][NH:36][C@H:35]([C:33]2[NH:34][C:30]([C:27]3[CH:28]=[CH:29][C:24]([C:21]4[CH:20]=[CH:19][C:18]([C:15]5[NH:14][C:13]([C@@H:9]6[CH2:10][CH2:11][CH2:12][NH:8]6)=[N:17][CH:16]=5)=[CH:23][CH:22]=4)=[CH:25][CH:26]=3)=[CH:31][N:32]=2)[CH:39]=1, predict the reactants needed to synthesize it. The reactants are: C(OC([N:8]1[CH2:12][CH2:11][CH2:10][C@H:9]1[C:13]1[NH:14][C:15]([C:18]2[CH:23]=[CH:22][C:21]([C:24]3[CH:29]=[CH:28][C:27]([C:30]4[NH:34][C:33]([C@@H:35]5[CH:39]=[C:38]([CH2:40]C)[CH2:37][N:36]5C(OC(C)(C)C)=O)=[N:32][CH:31]=4)=[CH:26][CH:25]=3)=[CH:20][CH:19]=2)=[CH:16][N:17]=1)=O)(C)(C)C.Cl.C(C1CN[C@H](C2NC(C3C=CC(C4C=CC(C5NC([C@@H]6CCCN6)=NC=5)=CC=4)=CC=3)=CN=2)C=1)C.